From a dataset of Reaction yield outcomes from USPTO patents with 853,638 reactions. Predict the reaction yield, written as a fraction of the theoretical maximum amount of product (1.0 means a 100% yield; for example, 0.34 means a 34% yield). The reactants are [Cl:1][C:2](=[CH:5][CH3:6])[CH:3]=O.[C:7]1([S:13]([C:16]#[N:17])(=[O:15])=[O:14])[CH:12]=[CH:11][CH:10]=[CH:9][CH:8]=1.C1(C)C=CC=CC=1.B(OCCCC)(OCCCC)OCCCC. The catalyst is C(O)CCC. The product is [C:7]1([S:13]([C:16]2[CH:6]=[CH:5][C:2]([Cl:1])=[CH:3][N:17]=2)(=[O:14])=[O:15])[CH:8]=[CH:9][CH:10]=[CH:11][CH:12]=1. The yield is 0.690.